Dataset: Human liver microsome stability data. Task: Regression/Classification. Given a drug SMILES string, predict its absorption, distribution, metabolism, or excretion properties. Task type varies by dataset: regression for continuous measurements (e.g., permeability, clearance, half-life) or binary classification for categorical outcomes (e.g., BBB penetration, CYP inhibition). Dataset: hlm. (1) The drug is CNCCC(c1ccc(Cl)c(Cl)c1)n1ncnn1. The result is 0 (unstable in human liver microsomes). (2) The molecule is COc1ccc(C2=Nc3c(C(C)(C)C)nn(CCCO)c3C(=O)NC2)cc1-c1ccccc1SC. The result is 0 (unstable in human liver microsomes). (3) The compound is Cn1c(C#N)ccc1-c1cc(F)c2c(c1)C(C)(C)C(=O)N2. The result is 0 (unstable in human liver microsomes).